From a dataset of Reaction yield outcomes from USPTO patents with 853,638 reactions. Predict the reaction yield, written as a fraction of the theoretical maximum amount of product (1.0 means a 100% yield; for example, 0.34 means a 34% yield). (1) The reactants are Br[C:2]1[CH:3]=[C:4]2[C:10]([C:11]3[CH:16]=[CH:15][C:14]([CH2:17][N:18]4[CH2:23][CH2:22][N:21]([CH3:24])[CH2:20][CH2:19]4)=[CH:13][CH:12]=3)=[CH:9][N:8](S(C3C=CC(C)=CC=3)(=O)=O)[C:5]2=[N:6][CH:7]=1.NC(OB([C:41]1[CH:46]=[CH:45][CH:44]=[CH:43][CH:42]=1)O)=O.[C:47]([O-:50])([O-])=O.[Na+].[Na+].O.CC#[N:56]. The catalyst is Cl[Pd](Cl)([P](C1C=CC=CC=1)(C1C=CC=CC=1)C1C=CC=CC=1)[P](C1C=CC=CC=1)(C1C=CC=CC=1)C1C=CC=CC=1. The product is [CH3:24][N:21]1[CH2:22][CH2:23][N:18]([CH2:17][C:14]2[CH:15]=[CH:16][C:11]([C:10]3[C:4]4[C:5](=[N:6][CH:7]=[C:2]([C:41]5[CH:42]=[CH:43][C:44]([C:47]([NH2:56])=[O:50])=[CH:45][CH:46]=5)[CH:3]=4)[NH:8][CH:9]=3)=[CH:12][CH:13]=2)[CH2:19][CH2:20]1. The yield is 0.110. (2) The reactants are [CH3:1][O:2][C:3]1[CH:12]=[CH:11][C:6]2[NH:7][C:8](=[O:10])[S:9][C:5]=2[CH:4]=1.C([O-])([O-])=O.[K+].[K+].[CH2:19](Br)[C:20]1[CH:25]=[CH:24][CH:23]=[CH:22][CH:21]=1.O. The catalyst is CN(C=O)C. The product is [CH2:19]([N:7]1[C:6]2[CH:11]=[CH:12][C:3]([O:2][CH3:1])=[CH:4][C:5]=2[S:9][C:8]1=[O:10])[C:20]1[CH:25]=[CH:24][CH:23]=[CH:22][CH:21]=1. The yield is 0.680. (3) The reactants are [Cl:1][C:2]1[CH:3]=[CH:4][C:5]2[C:14]3[C:9](=[CH:10][N:11]=[CH:12][CH:13]=3)[C:8](=[O:15])[NH:7][C:6]=2[CH:16]=1.[CH3:17][O:18][CH2:19][CH2:20]Br. The catalyst is CN(C=O)C.O. The product is [Cl:1][C:2]1[CH:3]=[CH:4][C:5]2[C:14]3[C:9](=[CH:10][N:11]=[CH:12][CH:13]=3)[C:8](=[O:15])[N:7]([CH2:20][CH2:19][O:18][CH3:17])[C:6]=2[CH:16]=1. The yield is 0.800.